Dataset: NCI-60 drug combinations with 297,098 pairs across 59 cell lines. Task: Regression. Given two drug SMILES strings and cell line genomic features, predict the synergy score measuring deviation from expected non-interaction effect. (1) Drug 1: C1CCN(CC1)CCOC2=CC=C(C=C2)C(=O)C3=C(SC4=C3C=CC(=C4)O)C5=CC=C(C=C5)O. Drug 2: C1CCC(C1)C(CC#N)N2C=C(C=N2)C3=C4C=CNC4=NC=N3. Cell line: ACHN. Synergy scores: CSS=4.48, Synergy_ZIP=2.09, Synergy_Bliss=4.89, Synergy_Loewe=1.28, Synergy_HSA=0.879. (2) Drug 2: CCCS(=O)(=O)NC1=C(C(=C(C=C1)F)C(=O)C2=CNC3=C2C=C(C=N3)C4=CC=C(C=C4)Cl)F. Drug 1: C1=CC(=CC=C1CCCC(=O)O)N(CCCl)CCCl. Cell line: T-47D. Synergy scores: CSS=17.4, Synergy_ZIP=-7.27, Synergy_Bliss=-6.83, Synergy_Loewe=-7.71, Synergy_HSA=-7.43. (3) Cell line: BT-549. Drug 2: CC1CCC2CC(C(=CC=CC=CC(CC(C(=O)C(C(C(=CC(C(=O)CC(OC(=O)C3CCCCN3C(=O)C(=O)C1(O2)O)C(C)CC4CCC(C(C4)OC)OCCO)C)C)O)OC)C)C)C)OC. Drug 1: C1C(C(OC1N2C=NC3=C(N=C(N=C32)Cl)N)CO)O. Synergy scores: CSS=22.6, Synergy_ZIP=-4.30, Synergy_Bliss=-0.252, Synergy_Loewe=-7.89, Synergy_HSA=-0.985. (4) Drug 1: C1=CN(C(=O)N=C1N)C2C(C(C(O2)CO)O)O.Cl. Drug 2: C(CN)CNCCSP(=O)(O)O. Cell line: SR. Synergy scores: CSS=66.2, Synergy_ZIP=0.224, Synergy_Bliss=1.51, Synergy_Loewe=-56.4, Synergy_HSA=2.07. (5) Drug 1: C1=CC(=CC=C1CC(C(=O)O)N)N(CCCl)CCCl.Cl. Drug 2: C1=CC=C(C=C1)NC(=O)CCCCCCC(=O)NO. Cell line: OVCAR-4. Synergy scores: CSS=1.02, Synergy_ZIP=-0.664, Synergy_Bliss=-2.15, Synergy_Loewe=-43.4, Synergy_HSA=-5.79.